Task: Predict the product of the given reaction.. Dataset: Forward reaction prediction with 1.9M reactions from USPTO patents (1976-2016) (1) Given the reactants [F:1][C:2]1[C:7]([O:8][CH3:9])=[CH:6][C:5]([O:10][CH3:11])=[C:4]([F:12])[C:3]=1[N:13]1[CH2:22][C:21]2[CH:20]=[N:19][C:18]3[N:23]([S:26]([C:29]4[CH:34]=[CH:33][CH:32]=[CH:31][CH:30]=4)(=[O:28])=[O:27])[CH:24]=[CH:25][C:17]=3[C:16]=2[C:15]([CH3:36])([CH3:35])[C:14]1=[O:37].C([N-]C(C)C)(C)C.[Li+].[Br:46]C(Cl)(Cl)C(Br)(Cl)Cl, predict the reaction product. The product is: [Br:46][C:24]1[N:23]([S:26]([C:29]2[CH:34]=[CH:33][CH:32]=[CH:31][CH:30]=2)(=[O:27])=[O:28])[C:18]2[N:19]=[CH:20][C:21]3[CH2:22][N:13]([C:3]4[C:2]([F:1])=[C:7]([O:8][CH3:9])[CH:6]=[C:5]([O:10][CH3:11])[C:4]=4[F:12])[C:14](=[O:37])[C:15]([CH3:35])([CH3:36])[C:16]=3[C:17]=2[CH:25]=1. (2) Given the reactants C[O:2][C:3]([C:5]1[N:13]=[C:12]([C:14]2[CH:19]=[CH:18][C:17]([Cl:20])=[C:16]([O:21][CH3:22])[C:15]=2[F:23])[N:11]=[C:10]2[C:6]=1[N:7](C)[CH:8]=[N:9]2)=[O:4].Cl.C(OCC)(=O)C, predict the reaction product. The product is: [NH2:9][C:10]1[N:11]=[C:12]([C:14]2[CH:19]=[CH:18][C:17]([Cl:20])=[C:16]([O:21][CH3:22])[C:15]=2[F:23])[N:13]=[C:5]([C:3]([OH:4])=[O:2])[C:6]=1[NH:7][CH3:8]. (3) Given the reactants [F:1][C:2]1([F:26])[CH2:7][CH2:6][CH:5]([CH2:8][C:9]2[N:13]3[C:14]([CH3:21])=[CH:15][C:16]([C:18]([OH:20])=O)=[CH:17][C:12]3=[N:11][C:10]=2[C:22]2([CH3:25])[CH2:24][CH2:23]2)[CH2:4][CH2:3]1.Cl.[NH2:28][CH:29]1[CH2:34][CH2:33][O:32][CH2:31][CH2:30]1, predict the reaction product. The product is: [F:1][C:2]1([F:26])[CH2:7][CH2:6][CH:5]([CH2:8][C:9]2[N:13]3[C:14]([CH3:21])=[CH:15][C:16]([C:18]([NH:28][CH:29]4[CH2:34][CH2:33][O:32][CH2:31][CH2:30]4)=[O:20])=[CH:17][C:12]3=[N:11][C:10]=2[C:22]2([CH3:25])[CH2:23][CH2:24]2)[CH2:4][CH2:3]1. (4) Given the reactants [Cl:1][C:2]1[CH:7]=[CH:6][C:5]([C@@:8]2([OH:35])[C@H:13]([O:14][Si](C)(C)C)[C@@H:12]([O:19][Si](C)(C)C)[C@H:11]([O:24][Si](C)(C)C)[C@@H:10]([CH2:29][O:30][Si](C)(C)C)[O:9]2)=[CH:4][C:3]=1[CH2:36][C:37]1[CH:42]=[CH:41][C:40]([O:43][CH2:44][C:45]([F:48])([F:47])[F:46])=[CH:39][CH:38]=1.[CH3:49]S(O)(=O)=O.C(=O)(O)[O-].[Na+], predict the reaction product. The product is: [Cl:1][C:2]1[CH:7]=[CH:6][C:5]([C@@:8]2([O:35][CH3:49])[C@H:13]([OH:14])[C@@H:12]([OH:19])[C@H:11]([OH:24])[C@@H:10]([CH2:29][OH:30])[O:9]2)=[CH:4][C:3]=1[CH2:36][C:37]1[CH:42]=[CH:41][C:40]([O:43][CH2:44][C:45]([F:48])([F:47])[F:46])=[CH:39][CH:38]=1. (5) Given the reactants [N+:1]([C:4]1[CH:5]=[C:6]([CH:10]=[C:11]([N+:13]([O-:15])=[O:14])[CH:12]=1)[C:7](Cl)=[O:8])([O-:3])=[O:2].[CH3:16][O:17][C:18]1[CH:62]=[C:61]([O:63][CH3:64])[CH:60]=[C:59]([O:65][CH3:66])[C:19]=1[CH:20]=[CH:21][CH:22]([S:32]([CH:35]([CH:45]=[CH:46][C:47]1[C:52]([O:53][CH3:54])=[CH:51][C:50]([O:55][CH3:56])=[CH:49][C:48]=1[O:57][CH3:58])[C:36]1[CH:41]=[CH:40][C:39]([O:42][CH3:43])=[C:38]([NH2:44])[CH:37]=1)(=[O:34])=[O:33])[C:23]1[CH:28]=[CH:27][C:26]([O:29][CH3:30])=[C:25]([NH2:31])[CH:24]=1, predict the reaction product. The product is: [CH3:66][O:65][C:59]1[CH:60]=[C:61]([O:63][CH3:64])[CH:62]=[C:18]([O:17][CH3:16])[C:19]=1/[CH:20]=[CH:21]/[CH:22]([S:32]([CH:35](/[CH:45]=[CH:46]/[C:47]1[C:48]([O:57][CH3:58])=[CH:49][C:50]([O:55][CH3:56])=[CH:51][C:52]=1[O:53][CH3:54])[C:36]1[CH:41]=[CH:40][C:39]([O:42][CH3:43])=[C:38]([NH:44][C:7](=[O:8])[C:6]2[CH:5]=[C:4]([N+:1]([O-:3])=[O:2])[CH:12]=[C:11]([N+:13]([O-:15])=[O:14])[CH:10]=2)[CH:37]=1)(=[O:34])=[O:33])[C:23]1[CH:28]=[CH:27][C:26]([O:29][CH3:30])=[C:25]([NH:31][C:7](=[O:8])[C:6]2[CH:5]=[C:4]([N+:1]([O-:3])=[O:2])[CH:12]=[C:11]([N+:13]([O-:15])=[O:14])[CH:10]=2)[CH:24]=1. (6) Given the reactants [C:1]([O:5][C:6]([N:8]1[CH2:13][CH2:12][N:11]([C:14]2[CH:19]=[C:18]([O:20][CH3:21])[CH:17]=[C:16]([NH:22][C:23](=O)[C:24]3[CH:29]=[CH:28][CH:27]=[CH:26][CH:25]=3)[C:15]=2[C:31]#[N:32])[CH2:10][CH2:9]1)=[O:7])([CH3:4])([CH3:3])[CH3:2].B, predict the reaction product. The product is: [C:1]([O:5][C:6]([N:8]1[CH2:9][CH2:10][N:11]([C:14]2[CH:19]=[C:18]([O:20][CH3:21])[CH:17]=[C:16]([NH:22][CH2:23][C:24]3[CH:25]=[CH:26][CH:27]=[CH:28][CH:29]=3)[C:15]=2[CH2:31][NH2:32])[CH2:12][CH2:13]1)=[O:7])([CH3:4])([CH3:2])[CH3:3].